From a dataset of Full USPTO retrosynthesis dataset with 1.9M reactions from patents (1976-2016). Predict the reactants needed to synthesize the given product. (1) Given the product [ClH:28].[ClH:28].[NH2:7][C@@H:8]([CH2:9][C:10]1[CH:11]=[CH:12][C:13]([O:16][C:17]2[C:22]([CH2:30][OH:29])=[CH:21][CH:20]=[CH:19][N:18]=2)=[CH:14][CH:15]=1)[CH2:25][OH:26], predict the reactants needed to synthesize it. The reactants are: C(OC(=O)[NH:7][C@H:8]([CH2:25][OH:26])[CH2:9][C:10]1[CH:15]=[CH:14][C:13]([O:16][C:17]2[C:22](O)=[C:21](C)[CH:20]=[CH:19][N:18]=2)=[CH:12][CH:11]=1)(C)(C)C.[ClH:28].[O:29]1CCOC[CH2:30]1. (2) Given the product [N:1]1([CH2:7][CH2:8][O:32][C:33]2[CH:34]=[C:35]([C:39]3[CH:44]=[C:43]([C:45]4[CH:54]=[C:48]5[C:49](=[O:53])[NH:50][CH2:51][CH2:52][N:47]5[N:46]=4)[CH:42]=[CH:41][N:40]=3)[CH:36]=[CH:37][CH:38]=2)[CH2:6][CH2:5][O:4][CH2:3][CH2:2]1, predict the reactants needed to synthesize it. The reactants are: [N:1]1([CH2:7][CH2:8]OC2C=CC(C3C=C(C4C=C5C(=O)NCCN5N=4)C=CN=3)=CC=2)[CH2:6][CH2:5][O:4][CH2:3][CH2:2]1.[OH:32][C:33]1[CH:34]=[C:35]([C:39]2[CH:44]=[C:43]([C:45]3[CH:54]=[C:48]4[C:49](=[O:53])[NH:50][CH2:51][CH2:52][N:47]4[N:46]=3)[CH:42]=[CH:41][N:40]=2)[CH:36]=[CH:37][CH:38]=1.Cl.ClCCN1CCOCC1. (3) Given the product [Cl:22][C:23]1[CH:28]=[C:27]([NH:29][C:30]2[C:39]3[C:34](=[CH:35][CH:36]=[CH:37][C:38]=3[O:40][CH2:41][CH:42]3[CH2:43][CH2:44][N:45]([C:48](=[O:51])[CH2:49][OH:50])[CH2:46][CH2:47]3)[N:33]=[CH:32][N:31]=2)[CH:26]=[CH:25][C:24]=1[O:12][CH2:11][C:7]1[S:6][CH:10]=[CH:9][N:8]=1, predict the reactants needed to synthesize it. The reactants are: CS(Cl)(=O)=O.[S:6]1[CH:10]=[CH:9][N:8]=[C:7]1[CH2:11][OH:12].C(N(CC)C(C)C)(C)C.[Cl:22][C:23]1[CH:28]=[C:27]([NH:29][C:30]2[C:39]3[C:34](=[CH:35][CH:36]=[CH:37][C:38]=3[O:40][CH2:41][CH:42]3[CH2:47][CH2:46][N:45]([C:48](=[O:51])[CH2:49][OH:50])[CH2:44][CH2:43]3)[N:33]=[CH:32][N:31]=2)[CH:26]=[CH:25][C:24]=1O.C(=O)([O-])[O-].[K+].[K+]. (4) Given the product [Br:1][C:2]1[S:6][CH:5]=[C:4]([C:7]([NH:12][CH2:10][CH3:11])=[O:9])[CH:3]=1, predict the reactants needed to synthesize it. The reactants are: [Br:1][C:2]1[S:6][CH:5]=[C:4]([C:7]([OH:9])=O)[CH:3]=1.[CH2:10]([NH2:12])[CH3:11]. (5) The reactants are: Cl[C:2]1[CH:7]=[CH:6][C:5]([N+:8]([O-:10])=[O:9])=[CH:4][C:3]=1[CH:11]=[CH:12][C:13]([O:15][CH3:16])=[O:14].[F-:17].[K+].CS(C)=O. Given the product [F:17][C:2]1[CH:7]=[CH:6][C:5]([N+:8]([O-:10])=[O:9])=[CH:4][C:3]=1[CH:11]=[CH:12][C:13]([O:15][CH3:16])=[O:14], predict the reactants needed to synthesize it. (6) Given the product [F:1][C:2]([F:4])([F:3])[S:5]([C:6]1[CH:11]=[CH:10][C:9]([OH:12])=[CH:8][CH:7]=1)=[O:14], predict the reactants needed to synthesize it. The reactants are: [F:1][C:2]([S:5][C:6]1[CH:11]=[CH:10][C:9]([OH:12])=[CH:8][CH:7]=1)([F:4])[F:3].S(=O)(=O)(O)[OH:14].OO.C(=O)(O)[O-].[Na+]. (7) Given the product [CH2:27]([N:23]([CH2:24][CH2:25][CH3:26])[CH2:22][CH2:21][CH2:20][CH2:19][C:16]1[N:17]([CH3:18])[C:13]2[CH:12]=[C:11]([CH2:9][OH:8])[CH:31]=[CH:30][C:14]=2[N:15]=1)[CH2:28][CH3:29], predict the reactants needed to synthesize it. The reactants are: [H-].[Al+3].[Li+].[H-].[H-].[H-].C[O:8][C:9]([C:11]1[CH:31]=[CH:30][C:14]2[N:15]=[C:16]([CH2:19][CH2:20][CH2:21][CH2:22][N:23]([CH2:27][CH2:28][CH3:29])[CH2:24][CH2:25][CH3:26])[N:17]([CH3:18])[C:13]=2[CH:12]=1)=O.O.O.O.O.O.O.O.O.O.O.S([O-])([O-])(=O)=O.[Na+].[Na+].